Predict the reactants needed to synthesize the given product. From a dataset of Full USPTO retrosynthesis dataset with 1.9M reactions from patents (1976-2016). (1) Given the product [NH2:47][CH:8]([CH3:9])[CH:7]([CH2:11][C:12]1[CH:17]=[CH:16][C:15]([O:18][CH2:19][CH2:20][O:21][C:22]2[C:23]([Cl:30])=[CH:24][C:25]([CH3:29])=[CH:26][C:27]=2[Cl:28])=[CH:14][CH:13]=1)[C:6]([N:5]([CH2:4][C:3]1[CH:35]=[C:36]([CH2:39][CH2:40][O:41][CH3:42])[CH:37]=[CH:38][C:2]=1[Cl:1])[CH:32]1[CH2:34][CH2:33]1)=[O:31], predict the reactants needed to synthesize it. The reactants are: [Cl:1][C:2]1[CH:38]=[CH:37][C:36]([CH2:39][CH2:40][O:41][CH3:42])=[CH:35][C:3]=1[CH2:4][N:5]([CH:32]1[CH2:34][CH2:33]1)[C:6](=[O:31])[CH:7]([CH2:11][C:12]1[CH:17]=[CH:16][C:15]([O:18][CH2:19][CH2:20][O:21][C:22]2[C:27]([Cl:28])=[CH:26][C:25]([CH3:29])=[CH:24][C:23]=2[Cl:30])=[CH:14][CH:13]=1)[C:8](=O)[CH3:9].C([O-])(=O)C.[NH4+:47].C([BH3-])#N.[Na+]. (2) Given the product [Cl:7][C:8]1[CH:13]=[CH:12][C:11]([C:14]2[CH:19]=[CH:18][C:17]([CH3:20])=[C:16]([C:21]3[C:22](=[O:23])[NH:24][C:25]4([CH2:30][CH2:29][C:28]([F:31])([F:32])[CH2:27][CH2:26]4)[C:33]=3[OH:35])[CH:15]=2)=[CH:10][C:9]=1[F:37], predict the reactants needed to synthesize it. The reactants are: CC(C)([O-])C.[K+].[Cl:7][C:8]1[CH:13]=[CH:12][C:11]([C:14]2[CH:19]=[CH:18][C:17]([CH3:20])=[C:16]([CH2:21][C:22]([NH:24][C:25]3([C:33]([O:35]C)=O)[CH2:30][CH2:29][C:28]([F:32])([F:31])[CH2:27][CH2:26]3)=[O:23])[CH:15]=2)=[CH:10][C:9]=1[F:37].Cl. (3) Given the product [Cl:25][C:17]1[CH:16]=[CH:15][C:14]([O:13][CH2:12][C:11]2[NH:2][C:1](=[O:3])[C:4]3[CH:9]=[CH:8][N:7]=[CH:6][C:5]=3[N:10]=2)=[CH:24][C:18]=1[C:19]([O:21][CH2:22][CH3:23])=[O:20], predict the reactants needed to synthesize it. The reactants are: [C:1]([C:4]1[CH:9]=[CH:8][N:7]=[CH:6][C:5]=1[NH:10][C:11](=O)[CH2:12][O:13][C:14]1[CH:15]=[CH:16][C:17]([Cl:25])=[C:18]([CH:24]=1)[C:19]([O:21][CH2:22][CH3:23])=[O:20])(=[O:3])[NH2:2].CC(C)([O-])C.[Na+].Cl. (4) Given the product [Br:1][C:2]1[N:7]=[C:6]([C:8]([OH:11])([C:9]#[CH:10])[CH3:12])[CH:5]=[CH:4][CH:3]=1, predict the reactants needed to synthesize it. The reactants are: [Br:1][C:2]1[N:7]=[C:6]([C:8](=[O:11])[C:9]#[CH:10])[CH:5]=[CH:4][CH:3]=1.[CH3:12][Mg]Cl. (5) Given the product [CH:1]([C:3]1[C:4]([CH3:24])=[C:5]([C:9]2[C:14]([CH3:15])=[CH:13][C:12]([O:16][CH2:17][C:18]([OH:20])=[O:19])=[CH:11][C:10]=2[CH3:23])[CH:6]=[CH:7][CH:8]=1)=[O:2], predict the reactants needed to synthesize it. The reactants are: [CH:1]([C:3]1[C:4]([CH3:24])=[C:5]([C:9]2[C:14]([CH3:15])=[CH:13][C:12]([O:16][CH2:17][C:18]([O:20]CC)=[O:19])=[CH:11][C:10]=2[CH3:23])[CH:6]=[CH:7][CH:8]=1)=[O:2].[OH-].[Na+].Cl.